This data is from Catalyst prediction with 721,799 reactions and 888 catalyst types from USPTO. The task is: Predict which catalyst facilitates the given reaction. Reactant: [O:1]=[C:2]1[NH:11][C:10]2[C:5](=[CH:6][CH:7]=[CH:8][CH:9]=2)[NH:4][C@@H:3]1[CH2:12][C:13]([O:15][CH3:16])=[O:14].[H-].[Na+].[CH3:19]I. Product: [CH3:19][N:11]1[C:10]2[C:5](=[CH:6][CH:7]=[CH:8][CH:9]=2)[NH:4][C@H:3]([CH2:12][C:13]([O:15][CH3:16])=[O:14])[C:2]1=[O:1]. The catalyst class is: 18.